Dataset: Reaction yield outcomes from USPTO patents with 853,638 reactions. Task: Predict the reaction yield, written as a fraction of the theoretical maximum amount of product (1.0 means a 100% yield; for example, 0.34 means a 34% yield). (1) The reactants are [OH:1][C:2]1[CH:7]=[CH:6][N:5]=[C:4]([NH:8][C:9](=[O:13])[CH2:10][O:11][CH3:12])[CH:3]=1.C1CCN2C(=NCCC2)CC1.F[C:26]1[CH:31]=[CH:30][C:29]([N+:32]([O-:34])=[O:33])=[C:28]([C:35]([F:38])([F:37])[F:36])[CH:27]=1. The catalyst is CC#N. The product is [CH3:12][O:11][CH2:10][C:9]([NH:8][C:4]1[CH:3]=[C:2]([O:1][C:26]2[CH:31]=[CH:30][C:29]([N+:32]([O-:34])=[O:33])=[C:28]([C:35]([F:36])([F:38])[F:37])[CH:27]=2)[CH:7]=[CH:6][N:5]=1)=[O:13]. The yield is 0.980. (2) The reactants are C[O:2][C:3](=O)[C:4]1[CH:9]=[CH:8][N:7]=[C:6]([O:10][CH3:11])[CH:5]=1.O.[NH2:14][NH2:15]. The catalyst is C(O)C. The product is [CH3:11][O:10][C:6]1[CH:5]=[C:4]([CH:9]=[CH:8][N:7]=1)[C:3]([NH:14][NH2:15])=[O:2]. The yield is 0.703. (3) The reactants are [F:1][C:2]1[CH:8]=[CH:7][C:5]([NH2:6])=[C:4]([N:9]2[CH:13]=[C:12]([CH3:14])[N:11]=[CH:10]2)[CH:3]=1.[C:15](OC(=O)C)(=[O:17])[CH3:16]. No catalyst specified. The product is [F:1][C:2]1[CH:8]=[CH:7][C:5]([NH:6][C:15](=[O:17])[CH3:16])=[C:4]([N:9]2[CH:13]=[C:12]([CH3:14])[N:11]=[CH:10]2)[CH:3]=1. The yield is 0.640. (4) The reactants are [CH3:1][O:2][C:3](=[O:15])[C:4]1[C:5](=[C:10](I)[CH:11]=[CH:12][CH:13]=1)[C:6]([O:8][CH3:9])=[O:7].[CH3:16][N:17]([CH3:32])[CH2:18][CH2:19][O:20][C:21]1[CH:26]=[CH:25][C:24]([NH2:27])=[C:23]([O:28][CH:29]([CH3:31])[CH3:30])[CH:22]=1.C1C=CC(P(C2C(C3C(P(C4C=CC=CC=4)C4C=CC=CC=4)=CC=C4C=3C=CC=C4)=C3C(C=CC=C3)=CC=2)C2C=CC=CC=2)=CC=1.C(=O)([O-])[O-].[Cs+].[Cs+]. The catalyst is C1(C)C=CC=CC=1.C(Cl)Cl.C1C=CC(/C=C/C(/C=C/C2C=CC=CC=2)=O)=CC=1.C1C=CC(/C=C/C(/C=C/C2C=CC=CC=2)=O)=CC=1.C1C=CC(/C=C/C(/C=C/C2C=CC=CC=2)=O)=CC=1.[Pd].[Pd]. The product is [CH3:1][O:2][C:3](=[O:15])[C:4]1[C:5](=[C:10]([NH:27][C:24]2[CH:25]=[CH:26][C:21]([O:20][CH2:19][CH2:18][N:17]([CH3:32])[CH3:16])=[CH:22][C:23]=2[O:28][CH:29]([CH3:31])[CH3:30])[CH:11]=[CH:12][CH:13]=1)[C:6]([O:8][CH3:9])=[O:7]. The yield is 0.470.